Dataset: Peptide-MHC class II binding affinity with 134,281 pairs from IEDB. Task: Regression. Given a peptide amino acid sequence and an MHC pseudo amino acid sequence, predict their binding affinity value. This is MHC class II binding data. (1) The peptide sequence is MSQIMYNYPAMRAHA. The MHC is HLA-DPA10103-DPB10301 with pseudo-sequence HLA-DPA10103-DPB10301. The binding affinity (normalized) is 0.361. (2) The peptide sequence is NMLTHSINSLISDNL. The MHC is DRB5_0101 with pseudo-sequence DRB5_0101. The binding affinity (normalized) is 0.365. (3) The peptide sequence is SQDLELSTNLNGLQAY. The MHC is DRB1_1302 with pseudo-sequence DRB1_1302. The binding affinity (normalized) is 0.534. (4) The peptide sequence is DIDLGRNEVVNDVST. The MHC is HLA-DPA10201-DPB10101 with pseudo-sequence HLA-DPA10201-DPB10101. The binding affinity (normalized) is 0.236. (5) The peptide sequence is YITPYVPMPCMINDT. The MHC is DRB1_0101 with pseudo-sequence DRB1_0101. The binding affinity (normalized) is 0.606. (6) The peptide sequence is AAAAGWQTLSAALDA. The MHC is HLA-DQA10501-DQB10201 with pseudo-sequence HLA-DQA10501-DQB10201. The binding affinity (normalized) is 0.394. (7) The peptide sequence is AFKIAATAANAAPTN. The MHC is HLA-DQA10102-DQB10502 with pseudo-sequence HLA-DQA10102-DQB10502. The binding affinity (normalized) is 0.0776. (8) The peptide sequence is NMVVERLGDYLVEQG. The MHC is DRB1_1001 with pseudo-sequence DRB1_1001. The binding affinity (normalized) is 0.352.